Dataset: Full USPTO retrosynthesis dataset with 1.9M reactions from patents (1976-2016). Task: Predict the reactants needed to synthesize the given product. (1) The reactants are: P(Br)(Br)[Br:2].[CH2:5]([O:12][C:13]1[C:18]([Cl:19])=[CH:17][C:16]([CH2:20]O)=[CH:15][C:14]=1[Cl:22])[C:6]1[CH:11]=[CH:10][CH:9]=[CH:8][CH:7]=1. Given the product [CH2:5]([O:12][C:13]1[C:18]([Cl:19])=[CH:17][C:16]([CH2:20][Br:2])=[CH:15][C:14]=1[Cl:22])[C:6]1[CH:11]=[CH:10][CH:9]=[CH:8][CH:7]=1, predict the reactants needed to synthesize it. (2) Given the product [NH2:13][C:14]1[C:15]([N+:1]([O-:4])=[O:2])=[CH:16][C:17]([O:29][C:30]2[CH:31]=[CH:32][C:33]([F:36])=[CH:34][CH:35]=2)=[C:18]([CH:20]2[CH2:25][CH2:24][CH2:23][CH2:22][N:21]2[C:26](=[O:28])[CH3:27])[CH:19]=1, predict the reactants needed to synthesize it. The reactants are: [N+:1]([O-:4])([O-])=[O:2].[K+].FC(F)(F)C(O)=O.[NH2:13][C:14]1[CH:15]=[CH:16][C:17]([O:29][C:30]2[CH:35]=[CH:34][C:33]([F:36])=[CH:32][CH:31]=2)=[C:18]([CH:20]2[CH2:25][CH2:24][CH2:23][CH2:22][N:21]2[C:26](=[O:28])[CH3:27])[CH:19]=1.C(=O)(O)[O-].[Na+]. (3) The reactants are: [NH2:1][C@H:2]1[CH2:7][CH2:6][N:5]([C:8]([O:10][C:11]([CH3:14])([CH3:13])[CH3:12])=[O:9])[CH2:4][C@H:3]1[O:15][CH2:16][CH2:17][CH3:18].[Cl:19][C:20]1[N:21]=[C:22]([C:27](O)=[O:28])[NH:23][C:24]=1[CH2:25][CH3:26].CCN=C=NCCCN(C)C.Cl.C1C=CC2N(O)N=NC=2C=1. Given the product [Cl:19][C:20]1[N:21]=[C:22]([C:27]([NH:1][C@H:2]2[CH2:7][CH2:6][N:5]([C:8]([O:10][C:11]([CH3:12])([CH3:13])[CH3:14])=[O:9])[CH2:4][C@H:3]2[O:15][CH2:16][CH2:17][CH3:18])=[O:28])[NH:23][C:24]=1[CH2:25][CH3:26], predict the reactants needed to synthesize it. (4) Given the product [C:13]([NH2:15])(=[O:14])[C:12]1[CH:36]=[CH:37][CH:9]=[CH:10][CH:11]=1, predict the reactants needed to synthesize it. The reactants are: CN1CCN(C[C:9]2[CH:37]=[CH:36][C:12]([C:13]([NH:15]C3C=CC(C)=C(NC4N=C(C5C=NC=CC=5)C=CN=4)C=3)=[O:14])=[CH:11][CH:10]=2)CC1.OC1C(C(O)=O)=CC2C(C=1)=CC=CC=2.O. (5) Given the product [F:1][C:2]1[CH:3]=[CH:4][C:5]([C:8]2([CH2:14][OH:15])[CH2:13][CH2:12][CH2:11][CH2:10][CH2:9]2)=[CH:6][CH:7]=1, predict the reactants needed to synthesize it. The reactants are: [F:1][C:2]1[CH:7]=[CH:6][C:5]([C:8]2([C:14](O)=[O:15])[CH2:13][CH2:12][CH2:11][CH2:10][CH2:9]2)=[CH:4][CH:3]=1. (6) Given the product [NH2:13][C:9]1[CH:10]=[C:11]([CH3:12])[C:4]2[O:3][C:2]([CH3:1])([CH3:17])[C:6](=[O:7])[C:5]=2[C:8]=1[CH3:16], predict the reactants needed to synthesize it. The reactants are: [CH3:1][C:2]1([CH3:17])[C:6](=[O:7])[C:5]2[C:8]([CH3:16])=[C:9]([N+:13]([O-])=O)[CH:10]=[C:11]([CH3:12])[C:4]=2[O:3]1. (7) The reactants are: C1(C)C=CC(S([O-])(=O)=O)=CC=1.[NH+]1C=CC=CC=1.[C:18]1([C:24]2[CH:59]=[CH:58][C:27]([C:28]([O:30][C@@H:31]3[CH2:39][C@@H:34]4[O:35][C:36](=[O:38])[CH2:37][C@@H:33]4[C@H:32]3/[CH:40]=[CH:41]/[C@@H:42]([O:51]C3CCCCO3)[CH2:43][CH2:44][C:45]3[CH:50]=[CH:49][CH:48]=[CH:47][CH:46]=3)=[O:29])=[CH:26][CH:25]=2)[CH:23]=[CH:22][CH:21]=[CH:20][CH:19]=1. Given the product [OH:51][C@H:42]([CH2:43][CH2:44][C:45]1[CH:50]=[CH:49][CH:48]=[CH:47][CH:46]=1)/[CH:41]=[CH:40]/[C@@H:32]1[C@@H:33]2[C@@H:34]([O:35][C:36](=[O:38])[CH2:37]2)[CH2:39][C@H:31]1[O:30][C:28](=[O:29])[C:27]1[CH:58]=[CH:59][C:24]([C:18]2[CH:19]=[CH:20][CH:21]=[CH:22][CH:23]=2)=[CH:25][CH:26]=1, predict the reactants needed to synthesize it. (8) Given the product [CH3:8][O:9][C:10]1[CH:15]=[CH:14][CH:13]=[CH:12][C:11]=1[C:2]1[CH:3]=[N:4][CH:5]=[CH:6][CH:7]=1, predict the reactants needed to synthesize it. The reactants are: I[C:2]1[CH:3]=[N:4][CH:5]=[CH:6][CH:7]=1.[CH3:8][O:9][C:10]1[CH:15]=[CH:14][CH:13]=[CH:12][C:11]=1B(O)O.C(=O)([O-])[O-].[Na+].[Na+]. (9) Given the product [C:1]1([C@@H:7]2[CH2:9][C@H:8]2[NH:10][CH2:11][CH:13]2[CH2:19][CH2:18][CH2:17][N:16]([C:20]([O:22][C:23]([CH3:24])([CH3:26])[CH3:25])=[O:21])[CH2:15][CH2:14]2)[CH:6]=[CH:5][CH:4]=[CH:3][CH:2]=1, predict the reactants needed to synthesize it. The reactants are: [C:1]1([C@@H:7]2[CH2:9][C@H:8]2[NH2:10])[CH:6]=[CH:5][CH:4]=[CH:3][CH:2]=1.[CH:11]([CH:13]1[CH2:19][CH2:18][CH2:17][N:16]([C:20]([O:22][C:23]([CH3:26])([CH3:25])[CH3:24])=[O:21])[CH2:15][CH2:14]1)=O.C(O[BH-](OC(=O)C)OC(=O)C)(=O)C.[Na+].C([O-])(O)=O.[Na+]. (10) The reactants are: [Br:1][C:2]1[CH:3]=[C:4]([N+:10]([O-])=O)[C:5]([C:8]#[N:9])=[N:6][CH:7]=1.[OH2:13].O.[Sn](Cl)Cl. Given the product [NH2:10][C:4]1[C:5]([C:8]([NH2:9])=[O:13])=[N:6][CH:7]=[C:2]([Br:1])[CH:3]=1, predict the reactants needed to synthesize it.